From a dataset of Forward reaction prediction with 1.9M reactions from USPTO patents (1976-2016). Predict the product of the given reaction. Given the reactants C([O:9][CH2:10][CH2:11][O:12][CH2:13][CH2:14][N:15]1[C:23]2[C:22](Cl)=[N:21][CH:20]=[N:19][C:18]=2[CH:17]=[CH:16]1)(=O)C1C=CC=CC=1.[Cl:25][C:26]1[CH:27]=[C:28]([NH2:44])[CH:29]=[N:30][C:31]=1[O:32][C:33]1[CH:38]=[CH:37][CH:36]=[C:35]([O:39][C:40]([F:43])([F:42])[F:41])[CH:34]=1.[OH-].[Na+], predict the reaction product. The product is: [Cl:25][C:26]1[CH:27]=[C:28]([NH:44][C:22]2[C:23]3[N:15]([CH2:14][CH2:13][O:12][CH2:11][CH2:10][OH:9])[CH:16]=[CH:17][C:18]=3[N:19]=[CH:20][N:21]=2)[CH:29]=[N:30][C:31]=1[O:32][C:33]1[CH:38]=[CH:37][CH:36]=[C:35]([O:39][C:40]([F:41])([F:42])[F:43])[CH:34]=1.